The task is: Binary Classification. Given a T-cell receptor sequence (or CDR3 region) and an epitope sequence, predict whether binding occurs between them.. This data is from TCR-epitope binding with 47,182 pairs between 192 epitopes and 23,139 TCRs. (1) The epitope is LLSAGIFGA. The TCR CDR3 sequence is CASSFLAGVETQYF. Result: 0 (the TCR does not bind to the epitope). (2) The epitope is KTSVDCTMYI. The TCR CDR3 sequence is CASSLGTGVSYEQYF. Result: 1 (the TCR binds to the epitope). (3) The epitope is SSTFNVPMEKLK. The TCR CDR3 sequence is CASSLKLTGGLYGYTF. Result: 1 (the TCR binds to the epitope).